This data is from Catalyst prediction with 721,799 reactions and 888 catalyst types from USPTO. The task is: Predict which catalyst facilitates the given reaction. (1) Product: [I:20][CH2:6][CH:7]1[CH2:12][CH2:11][N:10]([C:13]([O:15][C:16]([CH3:19])([CH3:18])[CH3:17])=[O:14])[CH2:9][CH2:8]1. Reactant: CS(O[CH2:6][CH:7]1[CH2:12][CH2:11][N:10]([C:13]([O:15][C:16]([CH3:19])([CH3:18])[CH3:17])=[O:14])[CH2:9][CH2:8]1)(=O)=O.[I-:20].[Na+]. The catalyst class is: 21. (2) Reactant: [C:1]1([C:7]2[N:8]=[CH:9][NH:10][CH:11]=2)[CH:6]=[CH:5][CH:4]=[CH:3][CH:2]=1.[C:12]([O:16][CH2:17][CH3:18])(=[O:15])[CH:13]=[CH2:14].CCCCCC.CCOC(C)=O. Product: [CH2:17]([O:16][C:12](=[O:15])[CH2:13][CH2:14][N:10]1[CH:11]=[C:7]([C:1]2[CH:2]=[CH:3][CH:4]=[CH:5][CH:6]=2)[N:8]=[CH:9]1)[CH3:18]. The catalyst class is: 23.